Dataset: Reaction yield outcomes from USPTO patents with 853,638 reactions. Task: Predict the reaction yield, written as a fraction of the theoretical maximum amount of product (1.0 means a 100% yield; for example, 0.34 means a 34% yield). (1) The reactants are [F:1][C:2]([F:15])([F:14])[C:3]1[CH:8]=[CH:7][CH:6]=[CH:5][C:4]=1[CH2:9][S:10](O)(=[O:12])=[O:11].C(Cl)(=O)C([Cl:19])=O. The catalyst is C1COCC1.CN(C=O)C. The product is [F:1][C:2]([F:15])([F:14])[C:3]1[CH:8]=[CH:7][CH:6]=[CH:5][C:4]=1[CH2:9][S:10]([Cl:19])(=[O:12])=[O:11]. The yield is 0.850. (2) The reactants are [Cl:1][C:2]1[N:7]=[CH:6][C:5](C(O)=O)=[CH:4][N:3]=1.[C:11](Cl)(=[O:15])C(Cl)=O.[F:17][C:18]1[CH:24]=[CH:23][C:21]([NH2:22])=[CH:20][CH:19]=1. The catalyst is ClCCl.CN(C)C=O. The product is [F:17][C:18]1[CH:24]=[CH:23][C:21]([NH:22][C:11]([C:2]2([Cl:1])[N:3]=[CH:4][CH:5]=[CH:6][NH:7]2)=[O:15])=[CH:20][CH:19]=1. The yield is 0.680. (3) The reactants are [NH:1]1[C:9]2[C:4](=[CH:5][CH:6]=[CH:7][CH:8]=2)[CH:3]=[CH:2]1.[H-].[Na+].Cl[C:13]1[N:17]([CH3:18])[N:16]=[C:15]([CH3:19])[C:14]=1[CH:20]=[O:21].O. The catalyst is CN(C)C=O. The product is [N:1]1([C:13]2[N:17]([CH3:18])[N:16]=[C:15]([CH3:19])[C:14]=2[CH:20]=[O:21])[C:9]2[C:4](=[CH:5][CH:6]=[CH:7][CH:8]=2)[CH:3]=[CH:2]1. The yield is 0.810. (4) The reactants are [F:1][C:2]1[N:7]=[C:6]([O:8][C:9]2[CH:16]=[CH:15][C:12]([CH:13]=[O:14])=[CH:11][C:10]=2[O:17][CH3:18])[CH:5]=[CH:4][CH:3]=1.[F:19][C:20]([Si](C)(C)C)([F:22])[F:21].CCCC[N+](CCCC)(CCCC)CCCC.[F-].Cl. The catalyst is C1COCC1.C(OCC)C.O. The product is [F:19][C:20]([F:22])([F:21])[CH:13]([C:12]1[CH:15]=[CH:16][C:9]([O:8][C:6]2[CH:5]=[CH:4][CH:3]=[C:2]([F:1])[N:7]=2)=[C:10]([O:17][CH3:18])[CH:11]=1)[OH:14]. The yield is 0.880. (5) The reactants are C(N(C(C)C)CC)(C)C.[Cl:10][C:11]1[CH:12]=[CH:13][C:14]2[N:19]=[C:18]([C:20]3[C:29]4[C:24](=[CH:25][CH:26]=[CH:27][CH:28]=4)[CH:23]=[CH:22][CH:21]=3)[O:17][C:16](=[O:30])[C:15]=2[CH:31]=1.[NH2:32][CH2:33][CH2:34][CH:35]1[O:39][CH2:38][CH2:37][O:36]1. No catalyst specified. The product is [Cl:10][C:11]1[CH:12]=[CH:13][C:14]([NH:19][C:18]([C:20]2[C:29]3[C:24](=[CH:25][CH:26]=[CH:27][CH:28]=3)[CH:23]=[CH:22][CH:21]=2)=[O:17])=[C:15]([C:16]([NH:32][CH2:33][CH2:34][CH:35]2[O:39][CH2:38][CH2:37][O:36]2)=[O:30])[CH:31]=1. The yield is 0.940. (6) The reactants are C(O[Si](OCC)(OCC)OCC)C.S(=O)(=O)(O)O.[Br:19][C:20]1[CH:26]=[C:25]([CH:27]([CH3:29])[CH3:28])[C:23]([NH2:24])=[C:22]([CH:30]([CH3:32])[CH3:31])[CH:21]=1.[C:33]([C:41]1[CH:46]=[CH:45][CH:44]=[CH:43][CH:42]=1)(=O)[C:34]1[CH:39]=[CH:38][CH:37]=[CH:36][CH:35]=1.[OH-].[K+]. No catalyst specified. The product is [C:34]1([C:33]([C:41]2[CH:42]=[CH:43][CH:44]=[CH:45][CH:46]=2)=[N:24][C:23]2[C:25]([CH:27]([CH3:28])[CH3:29])=[CH:26][C:20]([Br:19])=[CH:21][C:22]=2[CH:30]([CH3:32])[CH3:31])[CH:39]=[CH:38][CH:37]=[CH:36][CH:35]=1. The yield is 0.770. (7) The reactants are [CH2:1]([O:8][N:9]1[C:15](=[O:16])[N:14]2[CH2:17][CH:10]1[CH2:11][CH2:12][CH:13]2[C:18]([OH:20])=O)[C:2]1[CH:7]=[CH:6][CH:5]=[CH:4][CH:3]=1.C(N(CC)CC)C.ClC(OCC(C)C)=O.[NH:36]([C:38](=[O:48])[CH2:39][NH:40][C:41](=[O:47])[O:42][C:43]([CH3:46])([CH3:45])[CH3:44])[NH2:37]. The catalyst is O1CCCC1. The product is [C:43]([O:42][C:41](=[O:47])[NH:40][CH2:39][C:38]([NH:36][NH:37][C:18]([CH:13]1[CH2:12][CH2:11][CH:10]2[CH2:17][N:14]1[C:15](=[O:16])[N:9]2[O:8][CH2:1][C:2]1[CH:3]=[CH:4][CH:5]=[CH:6][CH:7]=1)=[O:20])=[O:48])([CH3:46])([CH3:44])[CH3:45]. The yield is 0.720. (8) The reactants are [Br:1][CH2:2][CH2:3][CH2:4][CH2:5][CH2:6][CH2:7][CH2:8][CH2:9][C:10]#[C:11][CH2:12][CH3:13].[N:14]1[CH:19]=[CH:18][CH:17]=[C:16]([CH3:20])[CH:15]=1. The catalyst is C(#N)C. The product is [Br-:1].[CH2:2]([N+:14]1[CH:19]=[CH:18][CH:17]=[C:16]([CH3:20])[CH:15]=1)[CH2:3][CH2:4][CH2:5][CH2:6][CH2:7][CH2:8][CH2:9][C:10]#[C:11][CH2:12][CH3:13]. The yield is 0.700. (9) The reactants are [Cl:1][C:2]1[CH:11]=[CH:10][C:9]2[C:4](=[C:5]([N+:12]([O-])=O)[CH:6]=[CH:7][CH:8]=2)[N:3]=1.O.NN. The catalyst is [Ni].CO. The product is [Cl:1][C:2]1[CH:11]=[CH:10][C:9]2[C:4](=[C:5]([NH2:12])[CH:6]=[CH:7][CH:8]=2)[N:3]=1. The yield is 0.820.